Task: Predict the product of the given reaction.. Dataset: Forward reaction prediction with 1.9M reactions from USPTO patents (1976-2016) (1) Given the reactants [F:1][C:2]1[CH:7]=[CH:6][C:5]([F:8])=[CH:4][C:3]=1[C:9]1[N:14]=[C:13]([CH3:15])[C:12]([CH3:16])=[C:11]([NH:17][C:18]2[CH:23]=[CH:22][N:21]=[C:20]3[CH2:24][NH:25][N:26](CC4C=CC(OC)=CC=4)[C:19]=23)[CH:10]=1.FC1C=CC(F)=CC=1C1N=C(C)C(C)=C(NC2C3C(=CN(CC4C=CC(OC)=CC=4)N=3)N=CC=2)C=1.[C:71]([OH:77])([C:73]([F:76])([F:75])[F:74])=[O:72], predict the reaction product. The product is: [F:1][C:2]1[CH:7]=[CH:6][C:5]([F:8])=[CH:4][C:3]=1[C:9]1[N:14]=[C:13]([CH3:15])[C:12]([CH3:16])=[C:11]([NH:17][C:18]2[C:19]3[C:20](=[CH:24][NH:25][N:26]=3)[N:21]=[CH:22][CH:23]=2)[CH:10]=1.[C:71]([OH:77])([C:73]([F:76])([F:75])[F:74])=[O:72]. (2) Given the reactants F[C:2]1[N:10]=[C:9]2[C:5]([N:6]=[CH:7][N:8]2[CH:11]([CH3:13])[CH3:12])=[C:4]([NH:14][CH2:15][C:16]2[CH:21]=[CH:20][CH:19]=[CH:18][N:17]=2)[N:3]=1.CCN(C(C)C)C(C)C.[NH2:31][C@H:32]([CH2:37][CH3:38])[CH:33]([OH:36])[CH2:34][CH3:35], predict the reaction product. The product is: [CH:11]([N:8]1[CH:7]=[N:6][C:5]2[C:9]1=[N:10][C:2]([NH:31][C@H:32]([CH2:37][CH3:38])[CH:33]([OH:36])[CH2:34][CH3:35])=[N:3][C:4]=2[NH:14][CH2:15][C:16]1[CH:21]=[CH:20][CH:19]=[CH:18][N:17]=1)([CH3:13])[CH3:12]. (3) Given the reactants [Cl:1][C:2]1[CH:7]=[CH:6][C:5]([C:8]2[C:13]([C:14]3[CH:19]=[CH:18][C:17]([Cl:20])=[CH:16][CH:15]=3)=[N:12][C:11]([CH:21]3[CH2:26][CH2:25][NH:24][CH2:23][CH2:22]3)=[CH:10][N:9]=2)=[CH:4][CH:3]=1.[C:27](Cl)(=[O:31])[CH:28]([CH3:30])[CH3:29], predict the reaction product. The product is: [Cl:1][C:2]1[CH:7]=[CH:6][C:5]([C:8]2[N:9]=[CH:10][C:11]([CH:21]3[CH2:26][CH2:25][N:24]([C:27](=[O:31])[CH:28]([CH3:30])[CH3:29])[CH2:23][CH2:22]3)=[N:12][C:13]=2[C:14]2[CH:19]=[CH:18][C:17]([Cl:20])=[CH:16][CH:15]=2)=[CH:4][CH:3]=1. (4) Given the reactants [F:1][C:2]1[CH:3]=[CH:4][C:5]([O:34][CH3:35])=[C:6]([C:8]([CH3:33])([CH3:32])[CH2:9][C:10]([C:28]([F:31])([F:30])[F:29])([OH:27])[CH:11]=[N:12][C:13]2[CH:22]=[CH:21][CH:20]=[C:19]3[C:14]=2[CH:15]=[CH:16][C:17]([C:23]([F:26])([F:25])[F:24])=[N:18]3)[CH:7]=1.[BH4-].[Na+], predict the reaction product. The product is: [F:1][C:2]1[CH:3]=[CH:4][C:5]([O:34][CH3:35])=[C:6]([C:8]([CH3:32])([CH3:33])[CH2:9][C:10]([C:28]([F:29])([F:30])[F:31])([OH:27])[CH2:11][NH:12][C:13]2[CH:22]=[CH:21][CH:20]=[C:19]3[C:14]=2[CH:15]=[CH:16][C:17]([C:23]([F:26])([F:24])[F:25])=[N:18]3)[CH:7]=1. (5) The product is: [F:35][C:31]1[CH:30]=[C:29]([CH:34]=[CH:33][CH:32]=1)[CH2:28][N:24]1[C:25]2[C:21](=[CH:20][C:19]([NH:18][C:16]3[C:17]4=[C:9]([CH2:8][N:5]5[CH2:4][CH2:3][CH:2]([NH:1][CH2:39][CH2:40][OH:36])[CH2:7][CH2:6]5)[CH:10]=[CH:11][N:12]4[N:13]=[CH:14][N:15]=3)=[CH:27][CH:26]=2)[CH:22]=[N:23]1. Given the reactants [NH2:1][CH:2]1[CH2:7][CH2:6][N:5]([CH2:8][C:9]2[CH:10]=[CH:11][N:12]3[C:17]=2[C:16]([NH:18][C:19]2[CH:20]=[C:21]4[C:25](=[CH:26][CH:27]=2)[N:24]([CH2:28][C:29]2[CH:34]=[CH:33][CH:32]=[C:31]([F:35])[CH:30]=2)[N:23]=[CH:22]4)=[N:15][CH:14]=[N:13]3)[CH2:4][CH2:3]1.[O:36]1[CH2:40][CH2:39]OC1=O, predict the reaction product.